This data is from Retrosynthesis with 50K atom-mapped reactions and 10 reaction types from USPTO. The task is: Predict the reactants needed to synthesize the given product. (1) Given the product CC1(c2cccc(Cn3cc([N+](=O)[O-])cn3)c2)OCCO1, predict the reactants needed to synthesize it. The reactants are: CC1(c2cccc(COS(C)(=O)=O)c2)OCCO1.O=[N+]([O-])c1cn[nH]c1. (2) The reactants are: NCC(=O)c1ccccc1.O=S(=O)(Cl)c1ccc(Cl)s1. Given the product O=C(CNS(=O)(=O)c1ccc(Cl)s1)c1ccccc1, predict the reactants needed to synthesize it.